Dataset: Reaction yield outcomes from USPTO patents with 853,638 reactions. Task: Predict the reaction yield, written as a fraction of the theoretical maximum amount of product (1.0 means a 100% yield; for example, 0.34 means a 34% yield). The reactants are [CH:1]([C:4]1[CH:9]=[CH:8][C:7]([CH:10]([CH3:13])[C:11]#[N:12])=[CH:6][CH:5]=1)([CH3:3])[CH3:2].B.CSC.[ClH:18]. The catalyst is O1CCCC1.CO. The product is [ClH:18].[CH:1]([C:4]1[CH:5]=[CH:6][C:7]([CH:10]([CH3:13])[CH2:11][NH2:12])=[CH:8][CH:9]=1)([CH3:3])[CH3:2]. The yield is 0.730.